Dataset: Reaction yield outcomes from USPTO patents with 853,638 reactions. Task: Predict the reaction yield, written as a fraction of the theoretical maximum amount of product (1.0 means a 100% yield; for example, 0.34 means a 34% yield). (1) The reactants are [C:1]([O:5][C:6](=[O:13])[NH:7][CH2:8][CH2:9][CH2:10][CH2:11][NH2:12])([CH3:4])([CH3:3])[CH3:2].[C:14]([C:17]1[CH:22]=[N:21][CH:20]=[CH:19][N:18]=1)(=O)[CH3:15].[BH4-].[Na+]. The catalyst is CO. The product is [C:1]([O:5][C:6](=[O:13])[NH:7][CH2:8][CH2:9][CH2:10][CH2:11][NH:12][CH:14]([C:17]1[CH:22]=[N:21][CH:20]=[CH:19][N:18]=1)[CH3:15])([CH3:4])([CH3:2])[CH3:3]. The yield is 0.910. (2) The reactants are [C:1]([N:7]1[C@@H:11]([C:12]2[CH:17]=[CH:16][CH:15]=[CH:14][CH:13]=2)[C@@H:10]([C:18]2[CH:23]=[CH:22][CH:21]=[CH:20][CH:19]=2)[O:9][C:8]1=[O:24])(=[O:6])[CH2:2][CH2:3][CH:4]=[CH2:5].[Li+].CC([N-]C(C)C)C.Br[CH2:34][C:35]1[C:40]([F:41])=[CH:39][CH:38]=[CH:37][C:36]=1[Cl:42]. The catalyst is C1COCC1. The product is [Cl:42][C:36]1[CH:37]=[CH:38][CH:39]=[C:40]([F:41])[C:35]=1[CH2:34][C@@H:2]([CH2:3][CH:4]=[CH2:5])[C:1]([N:7]1[C@@H:11]([C:12]2[CH:17]=[CH:16][CH:15]=[CH:14][CH:13]=2)[C@@H:10]([C:18]2[CH:23]=[CH:22][CH:21]=[CH:20][CH:19]=2)[O:9][C:8]1=[O:24])=[O:6]. The yield is 0.755. (3) The reactants are [CH:1]1([CH2:4][O:5][C:6]2[CH:15]=[C:14]([N+:16]([O-])=O)[CH:13]=[CH:12][C:7]=2[C:8]([O:10][CH3:11])=[O:9])[CH2:3][CH2:2]1. The catalyst is CO.[Pd]. The product is [NH2:16][C:14]1[CH:13]=[CH:12][C:7]([C:8]([O:10][CH3:11])=[O:9])=[C:6]([O:5][CH2:4][CH:1]2[CH2:3][CH2:2]2)[CH:15]=1. The yield is 0.626. (4) The reactants are [F:1][C:2]([F:20])([F:19])[C:3]1[CH:18]=[CH:17][C:6]([CH2:7][O:8][C:9]2[CH:16]=[CH:15][C:12]([CH:13]=O)=[CH:11][CH:10]=2)=[CH:5][CH:4]=1.[NH2:21][C:22]1[CH:23]=[C:24]([CH:29]2[CH2:34][CH2:33][N:32]([C:35]([O:37][C:38]([CH3:41])([CH3:40])[CH3:39])=[O:36])[CH2:31][CH2:30]2)[CH:25]=[N:26][C:27]=1[NH2:28].C(OI(C1C=CC=CC=1)OC(=O)C)(=O)C. The catalyst is O. The product is [F:1][C:2]([F:20])([F:19])[C:3]1[CH:18]=[CH:17][C:6]([CH2:7][O:8][C:9]2[CH:16]=[CH:15][C:12]([C:13]3[NH:28][C:27]4=[N:26][CH:25]=[C:24]([CH:29]5[CH2:34][CH2:33][N:32]([C:35]([O:37][C:38]([CH3:40])([CH3:39])[CH3:41])=[O:36])[CH2:31][CH2:30]5)[CH:23]=[C:22]4[N:21]=3)=[CH:11][CH:10]=2)=[CH:5][CH:4]=1. The yield is 0.410. (5) The reactants are COC(C1C(C)=C(C2C=CC=CC=2C(F)(F)F)NC=1)=O.C[Si]([N-][Si](C)(C)C)(C)C.[Li+].C[O:32][C:33]([C:35]1[C:39]([CH3:40])=[C:38]([C:41]2[CH:46]=[CH:45][CH:44]=[CH:43][C:42]=2[C:47]([F:50])([F:49])[F:48])[N:37]([CH3:51])[CH:36]=1)=[O:34].[OH-].[Na+]. The catalyst is CO.O.C(O)=O.C1COCC1. The product is [CH3:51][N:37]1[C:38]([C:41]2[CH:46]=[CH:45][CH:44]=[CH:43][C:42]=2[C:47]([F:49])([F:50])[F:48])=[C:39]([CH3:40])[C:35]([C:33]([OH:34])=[O:32])=[CH:36]1. The yield is 0.900. (6) The reactants are [Br:1][C:2]1[CH:3]=[C:4]2[C:8](=[CH:9][CH:10]=1)[NH:7][C:6](=[O:11])[CH2:5]2.[N:12]1[CH:17]=[CH:16][C:15]([CH2:18][NH:19][C:20]([C:22]2[C:26]([CH3:27])=[C:25]([CH:28]=O)[NH:24][C:23]=2[CH3:30])=[O:21])=[CH:14][CH:13]=1. No catalyst specified. The product is [N:12]1[CH:13]=[CH:14][C:15]([CH2:18][NH:19][C:20]([C:22]2[C:26]([CH3:27])=[C:25]([CH:28]=[C:5]3[C:4]4[C:8](=[CH:9][CH:10]=[C:2]([Br:1])[CH:3]=4)[NH:7][C:6]3=[O:11])[NH:24][C:23]=2[CH3:30])=[O:21])=[CH:16][CH:17]=1. The yield is 0.0400. (7) The reactants are [ClH:1].O1CCOCC1.[Cl:8][C:9]1[CH:14]=[CH:13][C:12]([C@H:15]([C:28]([N:30]2[CH2:35][CH2:34][N:33]([C:36]3[C:37]4[CH:44]([CH3:45])[CH2:43][CH2:42][C:38]=4[N:39]=[CH:40][N:41]=3)[CH2:32][CH2:31]2)=[O:29])[CH2:16][C:17]([NH:20]C(=O)OC(C)(C)C)([CH3:19])[CH3:18])=[CH:11][CH:10]=1. The catalyst is O1CCOCC1. The product is [ClH:8].[ClH:1].[NH2:20][C:17]([CH3:18])([CH3:19])[CH2:16][C@H:15]([C:12]1[CH:13]=[CH:14][C:9]([Cl:8])=[CH:10][CH:11]=1)[C:28]([N:30]1[CH2:31][CH2:32][N:33]([C:36]2[C:37]3[CH:44]([CH3:45])[CH2:43][CH2:42][C:38]=3[N:39]=[CH:40][N:41]=2)[CH2:34][CH2:35]1)=[O:29]. The yield is 0.837. (8) The reactants are CS(C)=O.ClCCl.C(Cl)(=O)C(Cl)=O.[CH3:14][O:15][N:16]=[C:17]1[C:25]2[C:20](=[CH:21][C:22]([CH:26]([OH:35])[CH:27]([OH:34])[C:28]3[CH:33]=[CH:32][N:31]=[CH:30][CH:29]=3)=[CH:23][CH:24]=2)[CH2:19][CH2:18]1. The catalyst is ClCCl.CS(C)=O.C(N(CC)CC)C. The product is [CH3:14][O:15][N:16]=[C:17]1[C:25]2[C:20](=[CH:21][C:22]([C:26](=[O:35])[C:27]([C:28]3[CH:33]=[CH:32][N:31]=[CH:30][CH:29]=3)=[O:34])=[CH:23][CH:24]=2)[CH2:19][CH2:18]1. The yield is 0.940. (9) The reactants are O1CCOCC1.Cl.C(OC([NH:15][CH2:16][C:17]([NH:19][C@@H:20]1[CH2:24][CH2:23][N:22]([CH2:25][C:26]2[CH:31]=[CH:30][C:29]([Cl:32])=[CH:28][CH:27]=2)[CH2:21]1)=[O:18])=O)(C)(C)C. The catalyst is CO. The product is [NH2:15][CH2:16][C:17]([NH:19][C@@H:20]1[CH2:24][CH2:23][N:22]([CH2:25][C:26]2[CH:27]=[CH:28][C:29]([Cl:32])=[CH:30][CH:31]=2)[CH2:21]1)=[O:18]. The yield is 0.860. (10) The reactants are [C:1]([C:3]1[CH:4]=[CH:5][C:6]2[NH:12][C:11](=[O:13])[C@@H:10]([NH:14][C:15](=[O:21])OC(C)(C)C)[C@H:9]([CH3:22])[N:8]([C:23](=[O:29])[CH2:24][S:25]([CH3:28])(=[O:27])=[O:26])[C:7]=2[CH:30]=1)#[N:2].[C:31]([N:38]([CH3:44])[C@H:39](C(O)=O)[CH3:40])([O:33][C:34]([CH3:37])([CH3:36])[CH3:35])=[O:32].C(N(CC)C(C)C)(C)C.CN(C(ON1N=NC2C=CC=CC1=2)=[N+](C)C)C.F[P-](F)(F)(F)(F)F. The catalyst is Cl.O1CCOCC1.CN(C=O)C.CCOC(C)=O. The product is [C:1]([C:3]1[CH:4]=[CH:5][C:6]2[NH:12][C:11](=[O:13])[C@@H:10]([NH:14][C:15](=[O:21])[C@@H:39]([N:38]([CH3:44])[C:31](=[O:32])[O:33][C:34]([CH3:36])([CH3:35])[CH3:37])[CH3:40])[C@H:9]([CH3:22])[N:8]([C:23](=[O:29])[CH2:24][S:25]([CH3:28])(=[O:26])=[O:27])[C:7]=2[CH:30]=1)#[N:2]. The yield is 0.740.